Dataset: Forward reaction prediction with 1.9M reactions from USPTO patents (1976-2016). Task: Predict the product of the given reaction. (1) The product is: [F:20][C:21]([F:26])([F:25])[C:22]([OH:24])=[O:23].[NH2:11][C@H:8]1[CH2:7][CH2:6][C@H:5]([CH2:4][SH:3]=[C:1]([OH:19])[CH3:2])[CH2:10][CH2:9]1. Given the reactants [C:1](=[O:19])([S:3][CH2:4][C@H:5]1[CH2:10][CH2:9][C@H:8]([NH:11]C(OC(C)(C)C)=O)[CH2:7][CH2:6]1)[CH3:2].[F:20][C:21]([F:26])([F:25])[C:22]([OH:24])=[O:23], predict the reaction product. (2) The product is: [O:1]1[CH2:5][CH2:4][O:3][CH:2]1[CH2:6][CH2:7][N:8]1[C:14](=[O:15])[CH2:13][C:12]2[CH:16]=[C:17]([O:22][CH3:23])[C:18]([O:20][CH3:21])=[CH:19][C:11]=2[CH2:10][CH2:9]1. Given the reactants [O:1]1[CH2:5][CH2:4][O:3][CH:2]1[CH2:6][CH2:7][N:8]1[C:14](=[O:15])[CH2:13][C:12]2[CH:16]=[C:17]([O:22][CH3:23])[C:18]([O:20][CH3:21])=[CH:19][C:11]=2[CH:10]=[CH:9]1, predict the reaction product. (3) Given the reactants Cl[C:2]1[CH:7]=[C:6]([C:8]2[CH:13]=[CH:12][C:11]([O:14][C:15]([F:18])([F:17])[F:16])=[CH:10][CH:9]=2)[CH:5]=[CH:4][N:3]=1.ClC1C=C(I)C=CN=1.[CH:27]([C:29]1[CH:34]=[CH:33][C:32](B(O)O)=[CH:31][CH:30]=1)=[O:28].C(=O)([O-])[O-].[K+].[K+], predict the reaction product. The product is: [F:16][C:15]([F:18])([F:17])[O:14][C:11]1[CH:12]=[CH:13][C:8]([C:6]2[CH:5]=[CH:4][N:3]=[C:2]([C:32]3[CH:33]=[CH:34][C:29]([CH:27]=[O:28])=[CH:30][CH:31]=3)[CH:7]=2)=[CH:9][CH:10]=1. (4) Given the reactants [CH3:1][C:2]1[C:6]([C:7]2[CH:8]=[C:9]3[C:13](=[CH:14][CH:15]=2)[NH:12][C:11](=[O:16])[C:10]3([N:23]2[CH2:28][CH2:27][N:26]([CH2:29][C:30](OCC)=[O:31])[CH2:25][CH2:24]2)[C:17]2[CH:22]=[CH:21][CH:20]=[CH:19][CH:18]=2)=[C:5]([CH3:35])[O:4][N:3]=1.[H-].[H-].[H-].[H-].[Al+3].[Li+], predict the reaction product. The product is: [CH3:1][C:2]1[C:6]([C:7]2[CH:8]=[C:9]3[C:13](=[CH:14][CH:15]=2)[NH:12][C:11](=[O:16])[C:10]3([N:23]2[CH2:24][CH2:25][N:26]([CH2:29][CH2:30][OH:31])[CH2:27][CH2:28]2)[C:17]2[CH:18]=[CH:19][CH:20]=[CH:21][CH:22]=2)=[C:5]([CH3:35])[O:4][N:3]=1. (5) Given the reactants Br[C:2]1[CH:7]=[CH:6][C:5]([S:8]([NH:11][CH2:12][CH:13]2[CH2:17][CH2:16][CH2:15][O:14]2)(=[O:10])=[O:9])=[C:4]([C:18]([F:21])([F:20])[F:19])[CH:3]=1.[CH:22]1([NH2:28])[CH2:27][CH2:26][CH2:25][CH2:24][CH2:23]1.C1C=CC(P(C2C(C3C(P(C4C=CC=CC=4)C4C=CC=CC=4)=CC=C4C=3C=CC=C4)=C3C(C=CC=C3)=CC=2)C2C=CC=CC=2)=CC=1.C(=O)([O-])[O-].[Cs+].[Cs+], predict the reaction product. The product is: [CH:22]1([NH:28][C:2]2[CH:7]=[CH:6][C:5]([S:8]([NH:11][CH2:12][CH:13]3[CH2:17][CH2:16][CH2:15][O:14]3)(=[O:10])=[O:9])=[C:4]([C:18]([F:21])([F:20])[F:19])[CH:3]=2)[CH2:27][CH2:26][CH2:25][CH2:24][CH2:23]1. (6) Given the reactants [NH2:1][C:2]1[CH:17]=[CH:16][C:15]([Cl:18])=[CH:14][C:3]=1[C:4]([NH:6][C:7]1[CH:12]=[CH:11][C:10]([Cl:13])=[CH:9][N:8]=1)=[O:5].[C:19]([NH:22][C:23]1[CH:30]=[CH:29][C:26]([CH:27]=O)=[CH:25][CH:24]=1)(=[O:21])[CH3:20].C1(C)C=CC(S([O-])(=O)=O)=CC=1.[NH+]1C=CC=CC=1.[B-][N+](C)(C)C, predict the reaction product. The product is: [C:19]([NH:22][C:23]1[CH:30]=[CH:29][C:26]([CH2:27][NH:1][C:2]2[CH:17]=[CH:16][C:15]([Cl:18])=[CH:14][C:3]=2[C:4]([NH:6][C:7]2[CH:12]=[CH:11][C:10]([Cl:13])=[CH:9][N:8]=2)=[O:5])=[CH:25][CH:24]=1)(=[O:21])[CH3:20]. (7) The product is: [C:28]([O:27][C:26](=[O:32])[NH:25][C@@H:20]([CH2:21][CH:22]([CH3:24])[CH3:23])[CH2:19][O:18][C:17]1[C:2]([CH:39]=[CH2:40])=[CH:3][C:4]2[C:13]3[C:8](=[CH:9][N:10]=[CH:11][CH:12]=3)[C:7](=[O:14])[N:6]([CH3:15])[C:5]=2[CH:16]=1)([CH3:31])([CH3:30])[CH3:29]. Given the reactants Br[C:2]1[C:17]([O:18][CH2:19][C@@H:20]([NH:25][C:26](=[O:32])[O:27][C:28]([CH3:31])([CH3:30])[CH3:29])[CH2:21][CH:22]([CH3:24])[CH3:23])=[CH:16][C:5]2[N:6]([CH3:15])[C:7](=[O:14])[C:8]3[C:13]([C:4]=2[CH:3]=1)=[CH:12][CH:11]=[N:10][CH:9]=3.B1(C=C)OB([CH:39]=[CH2:40])OB(C=C)O1.C1C=CN=CC=1.C([O-])([O-])=O.[Na+].[Na+].C(O)C, predict the reaction product. (8) Given the reactants [C:1]([C:5]1[CH:10]=[CH:9][C:8](B(O)O)=[CH:7][CH:6]=1)([CH3:4])([CH3:3])[CH3:2].Br[C:15]1[C:21]([CH3:22])=[CH:20][C:18]([NH2:19])=[C:17]([CH3:23])[CH:16]=1.C(=O)([O-])[O-].[Cs+].[Cs+].O, predict the reaction product. The product is: [C:1]([C:5]1[CH:10]=[CH:9][C:8]([C:15]2[CH:16]=[C:17]([CH3:23])[C:18]([NH2:19])=[CH:20][C:21]=2[CH3:22])=[CH:7][CH:6]=1)([CH3:4])([CH3:3])[CH3:2]. (9) Given the reactants [F:1][C:2]([F:21])([F:20])[C:3]1[CH:7]=[C:6]([C:8]([F:11])([F:10])[F:9])[N:5]([C:12]2[CH:17]=[CH:16][C:15]([CH2:18][OH:19])=[CH:14][CH:13]=2)[N:4]=1, predict the reaction product. The product is: [F:21][C:2]([F:1])([F:20])[C:3]1[CH:7]=[C:6]([C:8]([F:9])([F:10])[F:11])[N:5]([C:12]2[CH:13]=[CH:14][C:15]([CH:18]=[O:19])=[CH:16][CH:17]=2)[N:4]=1.